From a dataset of Full USPTO retrosynthesis dataset with 1.9M reactions from patents (1976-2016). Predict the reactants needed to synthesize the given product. (1) Given the product [CH3:7][N:9]1[CH:10]=[CH:15][C:7]([N:9]([C:10]2[CH:15]=[CH:14][CH:13]=[CH:12][N:11]=2)[CH2:25][CH2:24][CH2:23][CH2:22][CH2:21][CH2:20][C:19]([O:18][CH2:16][CH3:17])=[O:27])=[N:8]1, predict the reactants needed to synthesize it. The reactants are: [H-].[Na+].CC1[N:8]=[C:7]([NH:9][C:10]2[CH:15]=[CH:14][CH:13]=[CH:12][N:11]=2)SN=1.[CH2:16]([O:18][C:19](=[O:27])[CH2:20][CH2:21][CH2:22][CH2:23][CH2:24][CH2:25]I)[CH3:17].O. (2) Given the product [Cl:1][C:2]1[CH:9]=[CH:8][C:5]2[CH:6]=[C:12]([C:13]([O:15][CH2:16][CH3:17])=[O:14])[O:10][C:4]=2[CH:3]=1, predict the reactants needed to synthesize it. The reactants are: [Cl:1][C:2]1[CH:9]=[CH:8][C:5]([CH:6]=O)=[C:4]([OH:10])[CH:3]=1.Br[CH:12](C(OCC)=O)[C:13]([O:15][CH2:16][CH3:17])=[O:14].C(=O)([O-])[O-].[K+].[K+]. (3) Given the product [CH2:43]([N:50]1[CH2:28][C@@H:18]2[C@H:19]([CH2:20][CH2:21][C@H:16]([O:15][C@@H:13]([C:5]3[CH:6]=[C:7]([C:9]([F:10])([F:11])[F:12])[CH:8]=[C:3]([C:2]([F:42])([F:41])[F:1])[CH:4]=3)[CH3:14])[C@H:17]2[C:34]2[CH:39]=[CH:38][C:37]([F:40])=[CH:36][CH:35]=2)[CH2:22]1)[C:44]1[CH:49]=[CH:48][CH:47]=[CH:46][CH:45]=1, predict the reactants needed to synthesize it. The reactants are: [F:1][C:2]([F:42])([F:41])[C:3]1[CH:4]=[C:5]([C@H:13]([O:15][C@H:16]2[CH2:21][CH2:20][C@@H:19]([CH2:22]CS([O-])(=O)=O)[C@@H:18]([CH2:28]CS([O-])(=O)=O)[C@@H:17]2[C:34]2[CH:39]=[CH:38][C:37]([F:40])=[CH:36][CH:35]=2)[CH3:14])[CH:6]=[C:7]([C:9]([F:12])([F:11])[F:10])[CH:8]=1.[CH2:43]([NH2:50])[C:44]1[CH:49]=[CH:48][CH:47]=[CH:46][CH:45]=1. (4) Given the product [NH2:27][C:28]1[N:33]=[CH:32][C:31]([C:2]2[N:3]=[C:4]([N:21]3[CH2:26][CH2:25][O:24][CH2:23][CH2:22]3)[C:5]3[S:10][C:9]([C:11]4[CH:12]=[C:13]([C:17]([OH:20])([CH3:19])[CH3:18])[CH:14]=[CH:15][CH:16]=4)=[CH:8][C:6]=3[N:7]=2)=[CH:30][N:29]=1, predict the reactants needed to synthesize it. The reactants are: Cl[C:2]1[N:3]=[C:4]([N:21]2[CH2:26][CH2:25][O:24][CH2:23][CH2:22]2)[C:5]2[S:10][C:9]([C:11]3[CH:12]=[C:13]([C:17]([OH:20])([CH3:19])[CH3:18])[CH:14]=[CH:15][CH:16]=3)=[CH:8][C:6]=2[N:7]=1.[NH2:27][C:28]1[N:33]=[CH:32][C:31](B2OC(C)(C)C(C)(C)O2)=[CH:30][N:29]=1.